This data is from Full USPTO retrosynthesis dataset with 1.9M reactions from patents (1976-2016). The task is: Predict the reactants needed to synthesize the given product. (1) Given the product [C:1]([O:5][C:6](=[O:24])[NH:7][C:8]1[CH:13]=[CH:12][C:11]([C:14]#[C:15][C:16]2[CH:17]=[CH:18][C:19]([F:22])=[CH:20][CH:21]=2)=[CH:10][C:9]=1[NH:23][C:30](=[O:29])[CH2:31][C:32](=[O:45])[C:33]1[CH:38]=[CH:37][CH:36]=[C:35]([C:39]2[CH:44]=[CH:43][CH:42]=[CH:41][N:40]=2)[CH:34]=1)([CH3:4])([CH3:2])[CH3:3], predict the reactants needed to synthesize it. The reactants are: [C:1]([O:5][C:6](=[O:24])[NH:7][C:8]1[CH:13]=[CH:12][C:11]([C:14]#[C:15][C:16]2[CH:21]=[CH:20][C:19]([F:22])=[CH:18][CH:17]=2)=[CH:10][C:9]=1[NH2:23])([CH3:4])([CH3:3])[CH3:2].C([O:29][C:30](=O)[CH2:31][C:32](=[O:45])[C:33]1[CH:38]=[CH:37][CH:36]=[C:35]([C:39]2[CH:44]=[CH:43][CH:42]=[CH:41][N:40]=2)[CH:34]=1)(C)(C)C. (2) Given the product [Cl:29][C:24]1[CH:23]=[C:22]([CH:27]=[CH:26][C:25]=1[Cl:28])[CH2:21][NH:20][C:18]([N:15]1[CH2:16][CH2:17][CH:12]([NH:11][C:10]2[CH:9]=[CH:8][C:7]([CH2:6][CH2:5][NH:4][CH2:60][C@H:58]([OH:59])[CH2:57][O:56][C:53]3[CH:54]=[CH:55][C:50]([OH:49])=[CH:51][CH:52]=3)=[CH:31][CH:30]=2)[CH2:13][CH2:14]1)=[O:19], predict the reactants needed to synthesize it. The reactants are: C(O)=O.[NH2:4][CH2:5][CH2:6][C:7]1[CH:31]=[CH:30][C:10]([NH:11][CH:12]2[CH2:17][CH2:16][N:15]([C:18]([NH:20][CH2:21][C:22]3[CH:27]=[CH:26][C:25]([Cl:28])=[C:24]([Cl:29])[CH:23]=3)=[O:19])[CH2:14][CH2:13]2)=[CH:9][CH:8]=1.C([Si]([O:49][C:50]1[CH:55]=[CH:54][C:53]([O:56][CH2:57][CH:58]2[CH2:60][O:59]2)=[CH:52][CH:51]=1)(C1C=CC=CC=1)C1C=CC=CC=1)(C)(C)C.